This data is from Catalyst prediction with 721,799 reactions and 888 catalyst types from USPTO. The task is: Predict which catalyst facilitates the given reaction. (1) Reactant: Br[C:2]1[CH:3]=[N:4][N:5]([C:7]([CH3:10])([CH3:9])[CH3:8])[CH:6]=1.[B:11]1([B:11]2[O:15][C:14]([CH3:17])([CH3:16])[C:13]([CH3:19])([CH3:18])[O:12]2)[O:15][C:14]([CH3:17])([CH3:16])[C:13]([CH3:19])([CH3:18])[O:12]1.CC([O-])=O.[K+]. Product: [C:7]([N:5]1[CH:6]=[C:2]([B:11]2[O:15][C:14]([CH3:17])([CH3:16])[C:13]([CH3:19])([CH3:18])[O:12]2)[CH:3]=[N:4]1)([CH3:10])([CH3:9])[CH3:8]. The catalyst class is: 75. (2) The catalyst class is: 72. Reactant: C[O:2][C:3]([C:5]1[C:6]2[CH:7]=[N:8][N:9]([C:15]3[CH:20]=[CH:19][C:18]([F:21])=[CH:17][CH:16]=3)[C:10]=2[CH:11]=[C:12]([Br:14])[CH:13]=1)=[O:4].[OH-].[Na+].Cl. Product: [Br:14][C:12]1[CH:13]=[C:5]([C:3]([OH:4])=[O:2])[C:6]2[CH:7]=[N:8][N:9]([C:15]3[CH:16]=[CH:17][C:18]([F:21])=[CH:19][CH:20]=3)[C:10]=2[CH:11]=1. (3) Reactant: [Cl:1][C:2]1[CH:3]=[CH:4][C:5]([CH2:8][C@@H:9]([C:13]2[CH:18]=[CH:17][CH:16]=[CH:15][CH:14]=2)[C@H:10](O)[CH3:11])=[N:6][CH:7]=1.C1(P(C2C=CC=CC=2)C2C=CC=CC=2)C=CC=CC=1.C1(P([N:52]=[N+:53]=[N-:54])(C2C=CC=CC=2)=O)C=CC=CC=1.CCOC(/N=N/C(OCC)=O)=O. Product: [N:52]([C@H:10]([C@H:9]([C:13]1[CH:18]=[CH:17][CH:16]=[CH:15][CH:14]=1)[CH2:8][C:5]1[CH:4]=[CH:3][C:2]([Cl:1])=[CH:7][N:6]=1)[CH3:11])=[N+:53]=[N-:54]. The catalyst class is: 1. (4) Reactant: [CH2:1]([N:3]1[C:11]([CH3:12])=[C:10]2[C:5]([CH:6]=[CH:7][C:8]([N:13]3[CH:18]=[CH:17][C:16](O)=[CH:15][C:14]3=[O:20])=[CH:9]2)=[N:4]1)[CH3:2].P(Br)(Br)([Br:23])=O.C(=O)([O-])O.[Na+]. Product: [Br:23][C:16]1[CH:17]=[CH:18][N:13]([C:8]2[CH:7]=[CH:6][C:5]3[C:10](=[C:11]([CH3:12])[N:3]([CH2:1][CH3:2])[N:4]=3)[CH:9]=2)[C:14](=[O:20])[CH:15]=1. The catalyst class is: 9. (5) Reactant: [C:1]([C:3]1[CH:38]=[CH:37][CH:36]=[CH:35][C:4]=1[CH2:5][N:6]1[C:11](=[O:12])[C:10]([C:13]([NH:15][CH2:16][C:17]([O:19]C(C)(C)C)=[O:18])=[O:14])=[C:9]([OH:24])[C:8]2[CH2:25][N:26]([C:28]([C:30]3[N:31]=[CH:32][S:33][CH:34]=3)=[O:29])[CH2:27][C:7]1=2)#[N:2].C(O)(C(F)(F)F)=O. Product: [C:1]([C:3]1[CH:38]=[CH:37][CH:36]=[CH:35][C:4]=1[CH2:5][N:6]1[C:11](=[O:12])[C:10]([C:13]([NH:15][CH2:16][C:17]([OH:19])=[O:18])=[O:14])=[C:9]([OH:24])[C:8]2[CH2:25][N:26]([C:28]([C:30]3[N:31]=[CH:32][S:33][CH:34]=3)=[O:29])[CH2:27][C:7]1=2)#[N:2]. The catalyst class is: 2. (6) Reactant: C[O:2][C:3]([C:5]1[CH:6]=[C:7]([CH:11]2[CH2:15][CH2:14][N:13]([C:16]([O:18][C:19]([CH3:22])([CH3:21])[CH3:20])=[O:17])[CH2:12]2)[CH:8]=[CH:9][CH:10]=1)=[O:4].[OH-].[Na+]. Product: [C:19]([O:18][C:16]([N:13]1[CH2:14][CH2:15][CH:11]([C:7]2[CH:6]=[C:5]([CH:10]=[CH:9][CH:8]=2)[C:3]([OH:4])=[O:2])[CH2:12]1)=[O:17])([CH3:22])([CH3:20])[CH3:21]. The catalyst class is: 88. (7) Reactant: [CH2:1]([C:3]1[N:4]([CH2:29][C:30]([OH:33])([CH3:32])[CH3:31])[C:5]2[C:14]3[CH:13]=[CH:12][C:11]([CH2:15][CH2:16][N:17]4[C:25](=[O:26])[C:24]5[C:19](=[CH:20][CH:21]=[CH:22][CH:23]=5)[C:18]4=[O:27])=[CH:10][C:9]=3[N:8]=[CH:7][C:6]=2[N:28]=1)[CH3:2].ClC1C=C(C=CC=1)C(OO)=O.[OH-].[NH4+:46].C1(C)C=CC(S(Cl)(=O)=O)=CC=1. The catalyst class is: 4. Product: [NH2:46][C:7]1[C:6]2[N:28]=[C:3]([CH2:1][CH3:2])[N:4]([CH2:29][C:30]([OH:33])([CH3:32])[CH3:31])[C:5]=2[C:14]2[CH:13]=[CH:12][C:11]([CH2:15][CH2:16][N:17]3[C:25](=[O:26])[C:24]4[C:19](=[CH:20][CH:21]=[CH:22][CH:23]=4)[C:18]3=[O:27])=[CH:10][C:9]=2[N:8]=1. (8) Reactant: [F:1][C:2]1[CH:3]=[C:4]([C:9](=[O:11])[CH3:10])[CH:5]=[CH:6][C:7]=1[OH:8].[F:12][C:13]([F:26])([F:25])[S:14](O[S:14]([C:13]([F:26])([F:25])[F:12])(=[O:16])=[O:15])(=[O:16])=[O:15]. Product: [F:12][C:13]([F:26])([F:25])[S:14]([O:8][C:7]1[CH:6]=[CH:5][C:4]([C:9](=[O:11])[CH3:10])=[CH:3][C:2]=1[F:1])(=[O:16])=[O:15]. The catalyst class is: 17. (9) Reactant: Br[C:2]([C:4]1[CH:9]=[CH:8][CH:7]=[CH:6][CH:5]=1)=[CH2:3].[Li]C(C)(C)C.[B:15](OC(C)C)([O:20]C(C)C)[O:16]C(C)C.Cl. Product: [CH2:3]=[C:2]([B:15]([OH:20])[OH:16])[C:4]1[CH:9]=[CH:8][CH:7]=[CH:6][CH:5]=1. The catalyst class is: 27. (10) Reactant: [NH2:1][C:2]1[CH:23]=[CH:22][C:5]([O:6][C:7]2[N:12]=[C:11]3[S:13][C:14]([NH:16][C:17]([CH:19]4[CH2:21][CH2:20]4)=[O:18])=[N:15][C:10]3=[CH:9][CH:8]=2)=[C:4]([F:24])[CH:3]=1.[C:25]1([NH:31][C:32]([C:34]2([C:37](O)=[O:38])[CH2:36][CH2:35]2)=[O:33])[CH:30]=[CH:29][CH:28]=[CH:27][CH:26]=1.CN(C(ON1N=NC2C=CC=NC1=2)=[N+](C)C)C.F[P-](F)(F)(F)(F)F.C(N(CC)C(C)C)(C)C.C(=O)([O-])O.[Na+]. Product: [CH:19]1([C:17]([NH:16][C:14]2[S:13][C:11]3[C:10]([N:15]=2)=[CH:9][CH:8]=[C:7]([O:6][C:5]2[CH:22]=[CH:23][C:2]([NH:1][C:37]([C:34]4([C:32]([NH:31][C:25]5[CH:30]=[CH:29][CH:28]=[CH:27][CH:26]=5)=[O:33])[CH2:36][CH2:35]4)=[O:38])=[CH:3][C:4]=2[F:24])[N:12]=3)=[O:18])[CH2:21][CH2:20]1. The catalyst class is: 80.